Regression. Given two drug SMILES strings and cell line genomic features, predict the synergy score measuring deviation from expected non-interaction effect. From a dataset of NCI-60 drug combinations with 297,098 pairs across 59 cell lines. (1) Drug 1: CC1CC2CCC3C(=C)CC(O3)CCC45CC6C(O4)C7C(O6)C(O5)C8C(O7)CCC(O8)CC(=O)CC9C(CC(C1=C)O2)OC(C9OC)CC(CN)O.CS(=O)(=O)O. Drug 2: CC1C(C(CC(O1)OC2CC(CC3=C2C(=C4C(=C3O)C(=O)C5=C(C4=O)C(=CC=C5)OC)O)(C(=O)CO)O)N)O.Cl. Cell line: SF-539. Synergy scores: CSS=69.6, Synergy_ZIP=-1.02, Synergy_Bliss=-2.19, Synergy_Loewe=1.54, Synergy_HSA=2.99. (2) Drug 1: CC1=C2C(C(=O)C3(C(CC4C(C3C(C(C2(C)C)(CC1OC(=O)C(C(C5=CC=CC=C5)NC(=O)OC(C)(C)C)O)O)OC(=O)C6=CC=CC=C6)(CO4)OC(=O)C)OC)C)OC. Drug 2: CCC1=CC2CC(C3=C(CN(C2)C1)C4=CC=CC=C4N3)(C5=C(C=C6C(=C5)C78CCN9C7C(C=CC9)(C(C(C8N6C)(C(=O)OC)O)OC(=O)C)CC)OC)C(=O)OC.C(C(C(=O)O)O)(C(=O)O)O. Cell line: NCI-H460. Synergy scores: CSS=85.5, Synergy_ZIP=19.0, Synergy_Bliss=18.4, Synergy_Loewe=3.13, Synergy_HSA=21.0. (3) Drug 1: CC1=C(C=C(C=C1)NC2=NC=CC(=N2)N(C)C3=CC4=NN(C(=C4C=C3)C)C)S(=O)(=O)N.Cl. Drug 2: C1CC(=O)NC(=O)C1N2C(=O)C3=CC=CC=C3C2=O. Cell line: HOP-62. Synergy scores: CSS=7.83, Synergy_ZIP=-1.04, Synergy_Bliss=4.41, Synergy_Loewe=3.81, Synergy_HSA=5.03. (4) Drug 1: CC1=C(C=C(C=C1)NC(=O)C2=CC=C(C=C2)CN3CCN(CC3)C)NC4=NC=CC(=N4)C5=CN=CC=C5. Drug 2: C1CC(=O)NC(=O)C1N2C(=O)C3=CC=CC=C3C2=O. Cell line: MDA-MB-435. Synergy scores: CSS=1.37, Synergy_ZIP=-0.628, Synergy_Bliss=-2.62, Synergy_Loewe=-2.14, Synergy_HSA=-2.70. (5) Cell line: OVCAR-8. Drug 2: C1=CC(=CC=C1CC(C(=O)O)N)N(CCCl)CCCl.Cl. Drug 1: CC1C(C(CC(O1)OC2CC(CC3=C2C(=C4C(=C3O)C(=O)C5=C(C4=O)C(=CC=C5)OC)O)(C(=O)CO)O)N)O.Cl. Synergy scores: CSS=19.8, Synergy_ZIP=-5.06, Synergy_Bliss=-0.645, Synergy_Loewe=-23.4, Synergy_HSA=0.822. (6) Drug 1: C1=CC(=CC=C1CCC2=CNC3=C2C(=O)NC(=N3)N)C(=O)NC(CCC(=O)O)C(=O)O. Drug 2: CC1CCC2CC(C(=CC=CC=CC(CC(C(=O)C(C(C(=CC(C(=O)CC(OC(=O)C3CCCCN3C(=O)C(=O)C1(O2)O)C(C)CC4CCC(C(C4)OC)O)C)C)O)OC)C)C)C)OC. Cell line: NCI-H322M. Synergy scores: CSS=29.6, Synergy_ZIP=-0.375, Synergy_Bliss=5.17, Synergy_Loewe=7.80, Synergy_HSA=8.62. (7) Synergy scores: CSS=25.9, Synergy_ZIP=-7.15, Synergy_Bliss=-8.31, Synergy_Loewe=-7.23, Synergy_HSA=-6.24. Drug 2: C1C(C(OC1N2C=C(C(=O)NC2=O)F)CO)O. Drug 1: CC12CCC3C(C1CCC2=O)CC(=C)C4=CC(=O)C=CC34C. Cell line: NCI/ADR-RES. (8) Drug 1: C1=CC(=CC=C1C#N)C(C2=CC=C(C=C2)C#N)N3C=NC=N3. Drug 2: CCC1(CC2CC(C3=C(CCN(C2)C1)C4=CC=CC=C4N3)(C5=C(C=C6C(=C5)C78CCN9C7C(C=CC9)(C(C(C8N6C=O)(C(=O)OC)O)OC(=O)C)CC)OC)C(=O)OC)O.OS(=O)(=O)O. Cell line: T-47D. Synergy scores: CSS=37.0, Synergy_ZIP=-5.55, Synergy_Bliss=-1.79, Synergy_Loewe=-34.7, Synergy_HSA=-3.06. (9) Drug 1: CC1CCC2CC(C(=CC=CC=CC(CC(C(=O)C(C(C(=CC(C(=O)CC(OC(=O)C3CCCCN3C(=O)C(=O)C1(O2)O)C(C)CC4CCC(C(C4)OC)O)C)C)O)OC)C)C)C)OC. Drug 2: CCN(CC)CCNC(=O)C1=C(NC(=C1C)C=C2C3=C(C=CC(=C3)F)NC2=O)C. Cell line: SNB-75. Synergy scores: CSS=-1.42, Synergy_ZIP=0.137, Synergy_Bliss=0.511, Synergy_Loewe=0.316, Synergy_HSA=-0.127. (10) Drug 1: C1=CC(=CC=C1CCC2=CNC3=C2C(=O)NC(=N3)N)C(=O)NC(CCC(=O)O)C(=O)O. Drug 2: C1CN(P(=O)(OC1)NCCCl)CCCl. Cell line: NCI-H322M. Synergy scores: CSS=7.03, Synergy_ZIP=-2.52, Synergy_Bliss=0.955, Synergy_Loewe=-28.8, Synergy_HSA=0.599.